The task is: Predict the product of the given reaction.. This data is from Forward reaction prediction with 1.9M reactions from USPTO patents (1976-2016). Given the reactants [CH2:1]1[CH:4]([C:5]([OH:7])=[O:6])[NH:3][CH2:2]1.[H-].[Na+].[Cl:10][C:11]1[CH:12]=[C:13]([C:17]2[C:22]([O:23][CH3:24])=[CH:21][CH:20]=[C:19]([CH2:25][C:26]3[CH:27]=[CH:28][C:29](F)=[N:30][CH:31]=3)[C:18]=2[F:33])[CH:14]=[CH:15][CH:16]=1.Cl, predict the reaction product. The product is: [Cl:10][C:11]1[CH:12]=[C:13]([C:17]2[C:22]([O:23][CH3:24])=[CH:21][CH:20]=[C:19]([CH2:25][C:26]3[CH:27]=[CH:28][C:29]([N:3]4[CH2:2][CH2:1][CH:4]4[C:5]([OH:7])=[O:6])=[N:30][CH:31]=3)[C:18]=2[F:33])[CH:14]=[CH:15][CH:16]=1.